From a dataset of Full USPTO retrosynthesis dataset with 1.9M reactions from patents (1976-2016). Predict the reactants needed to synthesize the given product. (1) Given the product [CH3:17][O:16][C:5](=[O:15])[C:6]1[CH:14]=[CH:13][CH:12]=[C:8]([C:9]([Cl:3])=[O:10])[CH:7]=1, predict the reactants needed to synthesize it. The reactants are: O=S(Cl)[Cl:3].[C:5]([O:16][CH3:17])(=[O:15])[C:6]1[CH:14]=[CH:13][CH:12]=[C:8]([C:9]([O-])=[O:10])[CH:7]=1. (2) Given the product [CH2:13]([NH:17][C:4]1[C:5]2[S:10][CH:9]=[C:8]([CH3:11])[C:6]=2[N:7]=[C:2]([Cl:1])[N:3]=1)[CH2:14][CH2:15][CH3:16], predict the reactants needed to synthesize it. The reactants are: [Cl:1][C:2]1[N:3]=[C:4](Cl)[C:5]2[S:10][CH:9]=[C:8]([CH3:11])[C:6]=2[N:7]=1.[CH2:13]([NH2:17])[CH2:14][CH2:15][CH3:16].